Dataset: CYP2C9 inhibition data for predicting drug metabolism from PubChem BioAssay. Task: Regression/Classification. Given a drug SMILES string, predict its absorption, distribution, metabolism, or excretion properties. Task type varies by dataset: regression for continuous measurements (e.g., permeability, clearance, half-life) or binary classification for categorical outcomes (e.g., BBB penetration, CYP inhibition). Dataset: cyp2c9_veith. (1) The molecule is CCc1ccc(C2=Nn3c(nnc3-c3cccs3)SC2)cc1. The result is 1 (inhibitor). (2) The drug is O=C(O/N=C\c1ccc(N2CCCCC2)c([N+](=O)[O-])c1)c1cccc(Cl)c1. The result is 0 (non-inhibitor). (3) The compound is COc1ccc2c(c1)CCc1sc(NC(=O)c3ccc(C)cc3)nc1-2. The result is 1 (inhibitor). (4) The compound is CO[C@@H]1/C=C\CC(=O)N[C@@H](C)C(=O)OC[C@H](NS(=O)(=O)c2ccc(C)cc2)[C@H](C)/C=C\CC(=O)OC[C@H]1C. The result is 0 (non-inhibitor).